Predict the reactants needed to synthesize the given product. From a dataset of Full USPTO retrosynthesis dataset with 1.9M reactions from patents (1976-2016). (1) Given the product [CH3:26][O:27][C:28](=[O:36])[C:29]1[CH:34]=[CH:33][C:32]([NH:35][C:8](=[O:10])[CH:7]([C:11]2[CH:16]=[CH:15][C:14]([N+:17]([O-:19])=[O:18])=[CH:13][CH:12]=2)[CH2:6][CH:1]2[CH2:2][CH2:3][CH2:4][CH2:5]2)=[N:31][CH:30]=1, predict the reactants needed to synthesize it. The reactants are: [CH:1]1([CH2:6][CH:7]([C:11]2[CH:16]=[CH:15][C:14]([N+:17]([O-:19])=[O:18])=[CH:13][CH:12]=2)[C:8]([OH:10])=O)[CH2:5][CH2:4][CH2:3][CH2:2]1.C(Cl)(=O)C(Cl)=O.[CH3:26][O:27][C:28](=[O:36])[C:29]1[CH:34]=[CH:33][C:32]([NH2:35])=[N:31][CH:30]=1.C(N(CC)C(C)C)(C)C. (2) Given the product [C:1]([O:5][C:6]([N:8]1[CH2:9][CH2:10][N:11]([CH:14]([CH2:15][CH:16]2[CH2:21][CH2:20][CH2:19][CH2:18][CH2:17]2)[CH2:22][CH:24]2[CH2:29][CH2:28][CH2:27][CH2:26][CH2:25]2)[CH2:12][CH2:13]1)=[O:7])([CH3:4])([CH3:3])[CH3:2], predict the reactants needed to synthesize it. The reactants are: [C:1]([O:5][C:6]([N:8]1[CH2:13][CH2:12][N:11]([CH:14]([C:22]#N)[CH2:15][CH:16]2[CH2:21][CH2:20][CH2:19][CH2:18][CH2:17]2)[CH2:10][CH2:9]1)=[O:7])([CH3:4])([CH3:3])[CH3:2].[CH:24]1(C[Mg]Br)[CH2:29][CH2:28][CH2:27][CH2:26][CH2:25]1. (3) Given the product [Cl:8][C:6]1[CH:5]=[CH:4][C:3]2[O:9][C:12](=[S:13])[NH:1][C:2]=2[CH:7]=1, predict the reactants needed to synthesize it. The reactants are: [NH2:1][C:2]1[CH:7]=[C:6]([Cl:8])[CH:5]=[CH:4][C:3]=1[OH:9].[OH-].[K+].[C:12](=S)=[S:13]. (4) The reactants are: C(N(CC)CC)C.[Br:8][C:9]1[CH:10]=[C:11]([CH:14]=[C:15]([O:26][CH3:27])[C:16]=1[O:17][CH2:18][CH2:19][CH2:20][CH2:21][CH2:22][CH2:23][CH2:24][CH3:25])[CH2:12][OH:13].[CH3:28][S:29](Cl)(=[O:31])=[O:30]. Given the product [S:29]([O:13][CH2:12][C:11]1[CH:14]=[C:15]([O:26][CH3:27])[C:16]([O:17][CH2:18][CH2:19][CH2:20][CH2:21][CH2:22][CH2:23][CH2:24][CH3:25])=[C:9]([Br:8])[CH:10]=1)(=[O:31])(=[O:30])[CH3:28], predict the reactants needed to synthesize it. (5) Given the product [C:1]([C:5]1[CH:6]=[C:7]2[C:12](=[C:13]([F:15])[CH:14]=1)[C:11](=[O:16])[N:10]([C:17]1[C:18]([CH2:43][OH:44])=[C:19]([N:23]3[C:27]4=[N:28][C:29]([C:32]5[CH:33]=[N:34][C:35]([O:38][CH2:39][CH3:40])=[CH:36][CH:37]=5)=[CH:30][CH:31]=[C:26]4[C:25]([C:41]([NH2:42])=[O:47])=[CH:24]3)[CH:20]=[CH:21][CH:22]=1)[N:9]=[CH:8]2)([CH3:2])([CH3:3])[CH3:4], predict the reactants needed to synthesize it. The reactants are: [C:1]([C:5]1[CH:6]=[C:7]2[C:12](=[C:13]([F:15])[CH:14]=1)[C:11](=[O:16])[N:10]([C:17]1[C:18]([CH2:43][OH:44])=[C:19]([N:23]3[C:27]4=[N:28][C:29]([C:32]5[CH:33]=[N:34][C:35]([O:38][CH2:39][CH3:40])=[CH:36][CH:37]=5)=[CH:30][CH:31]=[C:26]4[C:25]([C:41]#[N:42])=[CH:24]3)[CH:20]=[CH:21][CH:22]=1)[N:9]=[CH:8]2)([CH3:4])([CH3:3])[CH3:2].C([OH:47])C. (6) Given the product [NH2:1][C:2]1[N:7]=[C:6]([C:8]2[O:9][CH:10]=[CH:11][CH:12]=2)[C:5]([C:13]#[N:14])=[C:4]([NH:18][CH2:19][C:20]2[CH:25]=[CH:24][CH:23]=[CH:22][N:21]=2)[N:3]=1, predict the reactants needed to synthesize it. The reactants are: [NH2:1][C:2]1[N:7]=[C:6]([C:8]2[O:9][CH:10]=[CH:11][CH:12]=2)[C:5]([C:13]#[N:14])=[C:4](S(C)=O)[N:3]=1.[NH2:18][CH2:19][C:20]1[CH:25]=[CH:24][CH:23]=[CH:22][N:21]=1.